From a dataset of Reaction yield outcomes from USPTO patents with 853,638 reactions. Predict the reaction yield, written as a fraction of the theoretical maximum amount of product (1.0 means a 100% yield; for example, 0.34 means a 34% yield). (1) The reactants are [Br:1][C:2]1[C:3]([CH3:9])=[C:4]([CH:6]=[CH:7][CH:8]=1)[NH2:5].[F:10][C:11]([F:22])([F:21])[C:12](O[C:12](=[O:13])[C:11]([F:22])([F:21])[F:10])=[O:13].[N+:23]([O-])([O-:25])=[O:24].[K+]. The catalyst is C(Cl)Cl. The product is [Br:1][C:2]1[C:3]([CH3:9])=[C:4]([NH:5][C:12](=[O:13])[C:11]([F:22])([F:21])[F:10])[C:6]([N+:23]([O-:25])=[O:24])=[CH:7][CH:8]=1. The yield is 0.740. (2) The reactants are [NH2:1][C:2]1[C:7]([F:8])=[C:6]([Cl:9])[N:5]=[C:4]([C:10]([O:12][CH:13](C)C)=[O:11])[CH:3]=1. The catalyst is CO.CC(C)[O-].[Ti+4].CC(C)[O-].CC(C)[O-].CC(C)[O-]. The product is [NH2:1][C:2]1[C:7]([F:8])=[C:6]([Cl:9])[N:5]=[C:4]([C:10]([O:12][CH3:13])=[O:11])[CH:3]=1. The yield is 0.970.